This data is from Full USPTO retrosynthesis dataset with 1.9M reactions from patents (1976-2016). The task is: Predict the reactants needed to synthesize the given product. The reactants are: [NH2:1][CH:2]([C:7]1[CH:12]=[CH:11][CH:10]=[CH:9][CH:8]=1)[CH2:3][C:4](O)=[O:5].[H-].[H-].[H-].[H-].[Li+].[Al+3]. Given the product [NH2:1][CH:2]([C:7]1[CH:12]=[CH:11][CH:10]=[CH:9][CH:8]=1)[CH2:3][CH2:4][OH:5], predict the reactants needed to synthesize it.